Regression. Given two drug SMILES strings and cell line genomic features, predict the synergy score measuring deviation from expected non-interaction effect. From a dataset of NCI-60 drug combinations with 297,098 pairs across 59 cell lines. Drug 1: CC1=C(C=C(C=C1)NC(=O)C2=CC=C(C=C2)CN3CCN(CC3)C)NC4=NC=CC(=N4)C5=CN=CC=C5. Drug 2: B(C(CC(C)C)NC(=O)C(CC1=CC=CC=C1)NC(=O)C2=NC=CN=C2)(O)O. Cell line: A498. Synergy scores: CSS=46.7, Synergy_ZIP=-0.871, Synergy_Bliss=-1.80, Synergy_Loewe=-19.1, Synergy_HSA=-1.31.